From a dataset of NCI-60 drug combinations with 297,098 pairs across 59 cell lines. Regression. Given two drug SMILES strings and cell line genomic features, predict the synergy score measuring deviation from expected non-interaction effect. (1) Cell line: MDA-MB-231. Drug 1: CC1=C2C(C(=O)C3(C(CC4C(C3C(C(C2(C)C)(CC1OC(=O)C(C(C5=CC=CC=C5)NC(=O)OC(C)(C)C)O)O)OC(=O)C6=CC=CC=C6)(CO4)OC(=O)C)O)C)O. Drug 2: CC1C(C(CC(O1)OC2CC(CC3=C2C(=C4C(=C3O)C(=O)C5=CC=CC=C5C4=O)O)(C(=O)C)O)N)O. Synergy scores: CSS=42.6, Synergy_ZIP=-8.08, Synergy_Bliss=-10.0, Synergy_Loewe=-6.30, Synergy_HSA=-5.37. (2) Drug 1: CNC(=O)C1=CC=CC=C1SC2=CC3=C(C=C2)C(=NN3)C=CC4=CC=CC=N4. Drug 2: C1=NC2=C(N1)C(=S)N=C(N2)N. Cell line: HL-60(TB). Synergy scores: CSS=43.7, Synergy_ZIP=-7.09, Synergy_Bliss=-15.6, Synergy_Loewe=-17.6, Synergy_HSA=-13.3. (3) Drug 1: CS(=O)(=O)C1=CC(=C(C=C1)C(=O)NC2=CC(=C(C=C2)Cl)C3=CC=CC=N3)Cl. Drug 2: CC1=C(C=C(C=C1)NC2=NC=CC(=N2)N(C)C3=CC4=NN(C(=C4C=C3)C)C)S(=O)(=O)N.Cl. Cell line: NCI/ADR-RES. Synergy scores: CSS=12.8, Synergy_ZIP=-0.544, Synergy_Bliss=5.60, Synergy_Loewe=1.68, Synergy_HSA=3.94. (4) Drug 1: CCC1(CC2CC(C3=C(CCN(C2)C1)C4=CC=CC=C4N3)(C5=C(C=C6C(=C5)C78CCN9C7C(C=CC9)(C(C(C8N6C)(C(=O)OC)O)OC(=O)C)CC)OC)C(=O)OC)O.OS(=O)(=O)O. Drug 2: C1=NC(=NC(=O)N1C2C(C(C(O2)CO)O)O)N. Cell line: MDA-MB-231. Synergy scores: CSS=2.97, Synergy_ZIP=0.710, Synergy_Bliss=3.82, Synergy_Loewe=0.431, Synergy_HSA=1.59.